Dataset: Catalyst prediction with 721,799 reactions and 888 catalyst types from USPTO. Task: Predict which catalyst facilitates the given reaction. (1) Reactant: [CH3:1][C:2]([CH3:24])([CH3:23])[CH2:3][O:4][C:5]([C:7]1[CH:8]=[C:9]([C:21]#[CH:22])[CH:10]=[C:11]2[C:16]=1[O:15][C:14]([CH3:18])([CH3:17])[CH2:13][C:12]2([CH3:20])[CH3:19])=[O:6].[CH3:25][O:26][C:27](=[O:36])[CH2:28][C:29]1[CH:34]=[CH:33][C:32](I)=[CH:31][CH:30]=1.C(N(CC)CC)C.C(OCC)(=O)C. Product: [CH3:1][C:2]([CH3:24])([CH3:23])[CH2:3][O:4][C:5]([C:7]1[CH:8]=[C:9]([C:21]#[C:22][C:32]2[CH:33]=[CH:34][C:29]([CH2:28][C:27]([O:26][CH3:25])=[O:36])=[CH:30][CH:31]=2)[CH:10]=[C:11]2[C:16]=1[O:15][C:14]([CH3:17])([CH3:18])[CH2:13][C:12]2([CH3:20])[CH3:19])=[O:6]. The catalyst class is: 730. (2) Reactant: [CH:1]1([C@@H:6]([C:14]2[CH:19]=[CH:18][C:17]([CH3:20])=[CH:16][CH:15]=2)[C:7]([O:9][C:10]([CH3:13])([CH3:12])[CH3:11])=[O:8])[CH2:5][CH2:4][CH2:3][CH2:2]1.N(C(C)(C)C#N)=NC(C)(C)C#N.[Br:33]N1C(=O)CCC1=O. Product: [Br:33][CH2:20][C:17]1[CH:18]=[CH:19][C:14]([C@H:6]([CH:1]2[CH2:5][CH2:4][CH2:3][CH2:2]2)[C:7]([O:9][C:10]([CH3:12])([CH3:11])[CH3:13])=[O:8])=[CH:15][CH:16]=1. The catalyst class is: 22. (3) Reactant: [C:1]([O:5][C:6]([NH:8][C@H:9]([C:18]([O:20][C:21]([CH3:24])([CH3:23])[CH3:22])=[O:19])[CH2:10][C:11]1[CH:16]=[CH:15][C:14]([OH:17])=[CH:13][CH:12]=1)=[O:7])([CH3:4])([CH3:3])[CH3:2].CCN(C(C)C)C(C)C.[F:34][C:35]([F:54])([F:53])[S:36](N(C1C=CC=CC=1)[S:36]([C:35]([F:54])([F:53])[F:34])(=[O:38])=[O:37])(=[O:38])=[O:37].O.C(O)(=O)CC(CC(O)=O)(C(O)=O)O.C(=O)(O)[O-].[Na+]. Product: [C:1]([O:5][C:6]([NH:8][C@@H:9]([CH2:10][C:11]1[CH:12]=[CH:13][C:14]([O:17][S:36]([C:35]([F:54])([F:53])[F:34])(=[O:38])=[O:37])=[CH:15][CH:16]=1)[C:18]([O:20][C:21]([CH3:24])([CH3:23])[CH3:22])=[O:19])=[O:7])([CH3:3])([CH3:4])[CH3:2]. The catalyst class is: 34. (4) Reactant: Br[C:2]1[CH:7]=[CH:6][N:5]=[CH:4][C:3]=1[N:8]([CH3:25])[C:9](=[O:24])[C:10]1[CH:15]=[C:14]([C:16]([F:19])([F:18])[F:17])[CH:13]=[C:12]([C:20]([F:23])([F:22])[F:21])[CH:11]=1.[F:26][C:27]1[CH:28]=[C:29](B(O)O)[C:30]([O:33][CH3:34])=[N:31][CH:32]=1. Product: [F:26][C:27]1[CH:28]=[C:29]([C:2]2[CH:7]=[CH:6][N:5]=[CH:4][C:3]=2[N:8]([CH3:25])[C:9](=[O:24])[C:10]2[CH:15]=[C:14]([C:16]([F:19])([F:18])[F:17])[CH:13]=[C:12]([C:20]([F:23])([F:22])[F:21])[CH:11]=2)[C:30]([O:33][CH3:34])=[N:31][CH:32]=1. The catalyst class is: 3. (5) Reactant: [Cl:1][C:2]1[CH:11]=[C:10]([N+:12]([O-])=O)[CH:9]=[CH:8][C:3]=1[C:4]([O:6][CH3:7])=[O:5].[Sn](Cl)Cl. Product: [NH2:12][C:10]1[CH:9]=[CH:8][C:3]([C:4]([O:6][CH3:7])=[O:5])=[C:2]([Cl:1])[CH:11]=1. The catalyst class is: 14. (6) Reactant: Br[C:2]1[CH:11]=[CH:10][C:5]([C:6]([O:8][CH3:9])=[O:7])=[C:4]([F:12])[CH:3]=1.[CH:13]1([B-](F)(F)F)[CH2:15][CH2:14]1.[K+].C(=O)([O-])[O-].[Cs+].[Cs+].O. Product: [CH:13]1([C:2]2[CH:11]=[CH:10][C:5]([C:6]([O:8][CH3:9])=[O:7])=[C:4]([F:12])[CH:3]=2)[CH2:15][CH2:14]1. The catalyst class is: 1.